From a dataset of Forward reaction prediction with 1.9M reactions from USPTO patents (1976-2016). Predict the product of the given reaction. (1) The product is: [CH2:1]([N:8]1[CH2:18][CH2:17][C:11]2[N:12]=[CH:13][N:14]=[C:15]([NH:27][C:24]3[CH:25]=[N:26][C:21]([C:20]([F:29])([F:19])[F:28])=[CH:22][CH:23]=3)[C:10]=2[CH2:9]1)[C:2]1[CH:7]=[CH:6][CH:5]=[CH:4][CH:3]=1. Given the reactants [CH2:1]([N:8]1[CH2:18][CH2:17][C:11]2[N:12]=[CH:13][N:14]=[C:15](Cl)[C:10]=2[CH2:9]1)[C:2]1[CH:7]=[CH:6][CH:5]=[CH:4][CH:3]=1.[F:19][C:20]([F:29])([F:28])[C:21]1[N:26]=[CH:25][C:24]([NH2:27])=[CH:23][CH:22]=1.I.O, predict the reaction product. (2) Given the reactants [CH3:1][C:2]1[CH:7]=[C:6]([CH3:8])[CH:5]=[CH:4][C:3]=1[N:9]([C:25]1[C:30]([CH3:31])=[CH:29][C:28]([CH3:32])=[CH:27][C:26]=1[CH3:33])[C:10]1[CH:15]=[CH:14][C:13]([C:16]2[CH:21]=[CH:20][C:19]([CH2:22][CH2:23][OH:24])=[CH:18][CH:17]=2)=[CH:12][CH:11]=1.[O:34]1C[CH2:37][CH2:36][CH2:35]1.ClCCC(Cl)=O.Cl, predict the reaction product. The product is: [C:35]([O:24][CH2:23][CH2:22][C:19]1[CH:20]=[CH:21][C:16]([C:13]2[CH:14]=[CH:15][C:10]([N:9]([C:3]3[CH:4]=[CH:5][C:6]([CH3:8])=[CH:7][C:2]=3[CH3:1])[C:25]3[C:30]([CH3:31])=[CH:29][C:28]([CH3:32])=[CH:27][C:26]=3[CH3:33])=[CH:11][CH:12]=2)=[CH:17][CH:18]=1)(=[O:34])[CH:36]=[CH2:37]. (3) Given the reactants [Br-:1].[CH2:2]([N+:4]1[C:13]2[C:8](=[CH:9][CH:10]=[CH:11][CH:12]=2)[C:7]([CH3:14])=[CH:6][CH:5]=1)[CH3:3].[CH3:15][O:16][CH2:17][CH2:18][O:19][CH2:20][CH2:21][N:22]1[C:34]2[CH:33]=[CH:32][C:31]([CH:35]=O)=[CH:30][C:29]=2[C:28]2[C:23]1=[CH:24][CH:25]=[CH:26][CH:27]=2.N1CCCCC1, predict the reaction product. The product is: [Br-:1].[CH2:2]([N+:4]1[C:13]2[C:8](=[CH:9][CH:10]=[CH:11][CH:12]=2)[C:7](/[CH:14]=[CH:35]/[C:31]2[CH:32]=[CH:33][C:34]3[N:22]([CH2:21][CH2:20][O:19][CH2:18][CH2:17][O:16][CH3:15])[C:23]4[C:28]([C:29]=3[CH:30]=2)=[CH:27][CH:26]=[CH:25][CH:24]=4)=[CH:6][CH:5]=1)[CH3:3]. (4) Given the reactants [F:1][C:2]1[CH:7]=[CH:6][CH:5]=[C:4]([N+]([O-])=O)[C:3]=1[C:11]1[S:12][C:13]2[CH:14]=[N:15][CH:16]=[C:17]([F:20])[C:18]=2[N:19]=1.FC1C=CC=C([N+]([O-])=O)C=1C([Cl:34])=[N:25][C:26]1[C:31](F)=[CH:30][N:29]=[CH:28][C:27]=1F.[NH2:42][C:43](N)=S.[N:46]1C=CC=CC=1.CCN(CC)CC, predict the reaction product. The product is: [ClH:34].[F:1][C:2]1[C:3]([C:11]2[S:12][C:13]3[C:14]([NH:46][C:30]4[CH:31]=[C:26]([CH3:27])[N:25]=[CH:28][N:29]=4)=[N:15][CH:16]=[C:17]([F:20])[C:18]=3[N:19]=2)=[C:4]([CH:5]=[CH:6][CH:7]=1)[C:43]#[N:42]. (5) Given the reactants [CH3:1][O:2][C:3]1[CH:4]=[C:5]([CH:21]=[CH:22][C:23]=1[O:24][CH3:25])[CH2:6][CH:7]1[C:16]2[C:11](=[CH:12][C:13]([O:19][CH3:20])=[CH:14][C:15]=2[O:17][CH3:18])[CH2:10][CH2:9][NH:8]1.Br[CH2:27][C:28](Br)=[O:29].[NH2:31][C@H:32]1[C:40]2[C:35](=[CH:36][CH:37]=[CH:38][CH:39]=2)[CH2:34][C@H:33]1[OH:41], predict the reaction product. The product is: [CH3:1][O:2][C:3]1[CH:4]=[C:5]([CH:21]=[CH:22][C:23]=1[O:24][CH3:25])[CH2:6][CH:7]1[C:16]2[C:11](=[CH:12][C:13]([O:19][CH3:20])=[CH:14][C:15]=2[O:17][CH3:18])[CH2:10][CH2:9][N:8]1[CH2:27][C:28]([NH:31][C@H:32]1[C:40]2[C:35](=[CH:36][CH:37]=[CH:38][CH:39]=2)[CH2:34][C@H:33]1[OH:41])=[O:29]. (6) Given the reactants [CH:1]1([S:4]([N:7]2[CH2:12][CH2:11][N:10]([C:13]3[CH:18]=[CH:17][C:16](/[CH:19]=[CH:20]/[C:21]4[CH:26]=[C:25]([C:27]5[CH:32]=[CH:31][N:30]=[CH:29][CH:28]=5)[CH:24]=[C:23]([F:33])[CH:22]=4)=[CH:15][CH:14]=3)[CH2:9][CH2:8]2)(=[O:6])=[O:5])[CH2:3][CH2:2]1.[N:34]1[CH:39]=CC=C(S(Cl)(=O)=O)[CH:35]=1.C1(S(Cl)(=O)=O)CC1, predict the reaction product. The product is: [F:33][C:23]1[CH:22]=[C:21]([CH:26]=[C:25]([C:27]2[CH:32]=[CH:31][N:30]=[CH:29][CH:28]=2)[CH:24]=1)/[CH:20]=[CH:19]/[C:16]1[CH:15]=[CH:14][C:13]([N:10]2[CH2:11][CH2:12][N:7]([S:4]([C:1]3[CH:35]=[N:34][CH:39]=[CH:2][CH:3]=3)(=[O:5])=[O:6])[CH2:8][CH2:9]2)=[CH:18][CH:17]=1. (7) Given the reactants CN(C(ON1N=NC2C=CC=NC1=2)=[N+](C)C)C.F[P-](F)(F)(F)(F)F.[Cl:25][C:26]1[CH:34]=[CH:33][C:29]([C:30](O)=[O:31])=[C:28]([NH:35][S:36]([C:39]2[C:40]3[N:41]=[CH:42][CH:43]=[N:44][C:45]=3[CH:46]=[CH:47][CH:48]=2)(=[O:38])=[O:37])[CH:27]=1.Cl.[F:50][C:51]1[CH:56]=[C:55]([F:57])[CH:54]=[CH:53][C:52]=1[C@H:58]([NH2:63])[C:59]([F:62])([F:61])[F:60], predict the reaction product. The product is: [Cl:25][C:26]1[CH:34]=[CH:33][C:29]([C:30]([NH:63][C@@H:58]([C:52]2[CH:53]=[CH:54][C:55]([F:57])=[CH:56][C:51]=2[F:50])[C:59]([F:60])([F:62])[F:61])=[O:31])=[C:28]([NH:35][S:36]([C:39]2[C:40]3[N:41]=[CH:42][CH:43]=[N:44][C:45]=3[CH:46]=[CH:47][CH:48]=2)(=[O:37])=[O:38])[CH:27]=1. (8) Given the reactants Cl.[C:2]([C:4]1([CH3:8])[CH2:7][NH:6][CH2:5]1)#[N:3].[NH:9]1CCCC1.[CH3:14][N:15]1[CH:19]=[C:18]([C:20]2[N:25]=[C:24]3[C:26]([C:37]([OH:39])=O)=[CH:27][N:28](COCC[Si](C)(C)C)[C:23]3=[N:22][CH:21]=2)[CH:17]=[N:16]1.[CH:40]1([C:43]2N=C3C(C(O)=O)=CN(COCC[Si](C)(C)C)C3=NC=2)[CH2:42][CH2:41]1.F[C:64](F)(F)[CH2:65][OH:66], predict the reaction product. The product is: [C:2]([C:4]1([CH3:8])[CH2:7][N:6]([C:65]([C@H:64]([NH:9][C:37]([C:26]2[C:24]3[C:23](=[N:22][CH:21]=[C:20]([C:18]4[CH:17]=[N:16][N:15]([CH3:14])[CH:19]=4)[N:25]=3)[NH:28][CH:27]=2)=[O:39])[C:40]([CH3:43])([CH3:42])[CH3:41])=[O:66])[CH2:5]1)#[N:3].